Dataset: Full USPTO retrosynthesis dataset with 1.9M reactions from patents (1976-2016). Task: Predict the reactants needed to synthesize the given product. (1) Given the product [NH2:42][C:41]1[C:36]2[C:35](=[CH:40][CH:39]=[CH:38][CH:37]=2)[NH:34][C:28](=[O:30])[C:27]=1[C:25]1[NH:24][C:22]2=[N:23][C:18]([N:15]3[CH2:16][CH2:17][CH:13]([N:12]([CH3:11])[CH3:33])[CH2:14]3)=[CH:19][CH:20]=[C:21]2[N:26]=1, predict the reactants needed to synthesize it. The reactants are: [Li+].C[Si]([N-][Si](C)(C)C)(C)C.[CH3:11][N:12]([CH3:33])[CH:13]1[CH2:17][CH2:16][N:15]([C:18]2[N:23]=[C:22]3[NH:24][C:25]([CH2:27][C:28]([O:30]CC)=O)=[N:26][C:21]3=[CH:20][CH:19]=2)[CH2:14]1.[NH2:34][C:35]1[CH:40]=[CH:39][CH:38]=[CH:37][C:36]=1[C:41]#[N:42]. (2) Given the product [O:23]=[S:24]1(=[O:31])[CH2:28][CH2:27][CH:26]([N:29]([CH3:30])[C:18]([C:12]2[S:13][C:14]3[CH2:15][CH2:16][O:17][C:8]4[CH:7]=[C:6]([C:4]5[CH:5]=[N:1][NH:2][CH:3]=5)[CH:22]=[CH:21][C:9]=4[C:10]=3[N:11]=2)=[O:20])[CH2:25]1, predict the reactants needed to synthesize it. The reactants are: [NH:1]1[CH:5]=[C:4]([C:6]2[CH:22]=[CH:21][C:9]3[C:10]4[N:11]=[C:12]([C:18]([OH:20])=O)[S:13][C:14]=4[CH2:15][CH2:16][O:17][C:8]=3[CH:7]=2)[CH:3]=[N:2]1.[O:23]=[S:24]1(=[O:31])[CH2:28][CH2:27][CH:26]([NH:29][CH3:30])[CH2:25]1. (3) Given the product [O:1]1[CH:5]=[C:4]([C:6]2[O:7][C:17](=[O:19])[NH:9][N:8]=2)[N:3]=[CH:2]1, predict the reactants needed to synthesize it. The reactants are: [O:1]1[CH:5]=[C:4]([C:6]([NH:8][NH2:9])=[O:7])[N:3]=[CH:2]1.CCCCCCC.[C:17](OCC)(=[O:19])C. (4) Given the product [OH:1][CH:2]([CH2:7][N:8]([CH3:21])[S:9]([C:12]1[CH:17]=[CH:16][CH:15]=[CH:14][C:13]=1[N+:18]([O-:20])=[O:19])(=[O:10])=[O:11])[C:3]([O:5][CH3:6])=[O:4], predict the reactants needed to synthesize it. The reactants are: [OH:1][CH:2]([CH2:7][NH:8][S:9]([C:12]1[CH:17]=[CH:16][CH:15]=[CH:14][C:13]=1[N+:18]([O-:20])=[O:19])(=[O:11])=[O:10])[C:3]([O:5][CH3:6])=[O:4].[C:21](=O)([O-])[O-].[Cs+].[Cs+].CI.CN(C)C=O. (5) Given the product [N:1]1([C:6]2[CH:7]=[C:8]([CH2:12][C:13]([OH:15])=[O:14])[CH:9]=[CH:10][CH:11]=2)[CH:5]=[N:4][N:3]=[N:2]1, predict the reactants needed to synthesize it. The reactants are: [N:1]1([C:6]2[CH:7]=[C:8]([CH2:12][C:13]([O:15]C)=[O:14])[CH:9]=[CH:10][CH:11]=2)[CH:5]=[N:4][N:3]=[N:2]1.[OH-].[Na+]. (6) Given the product [CH3:17][N:18]1[C:9](=[O:11])[CH2:8][N:7]2[N:6]=[C:5]([N+:14]([O-:16])=[O:15])[CH:4]=[C:3]2[CH2:2]1, predict the reactants needed to synthesize it. The reactants are: Cl[CH2:2][C:3]1[N:7]([CH2:8][C:9]([O:11]CC)=O)[N:6]=[C:5]([N+:14]([O-:16])=[O:15])[CH:4]=1.[CH3:17][NH2:18]. (7) The reactants are: Br[CH:2]([C:16](=O)[CH3:17])[CH2:3][CH2:4][N:5]1[C:13](=[O:14])[C:12]2[C:7](=[CH:8][CH:9]=[CH:10][CH:11]=2)[C:6]1=[O:15].[C:19]([NH2:27])(=[NH:26])[C:20]1[CH:25]=[CH:24][CH:23]=[CH:22][CH:21]=1.C(=O)([O-])[O-].[K+].[K+]. Given the product [CH3:17][C:16]1[NH:27][C:19]([C:20]2[CH:25]=[CH:24][CH:23]=[CH:22][CH:21]=2)=[N:26][C:2]=1[CH2:3][CH2:4][N:5]1[C:13](=[O:14])[C:12]2[C:7](=[CH:8][CH:9]=[CH:10][CH:11]=2)[C:6]1=[O:15], predict the reactants needed to synthesize it.